From a dataset of Catalyst prediction with 721,799 reactions and 888 catalyst types from USPTO. Predict which catalyst facilitates the given reaction. (1) Reactant: Cl.Cl.[Cl:3][C:4]1[CH:5]=[C:6]([CH:10]=[CH:11][C:12]=1[O:13][CH3:14])[C:7]([OH:9])=O.C(Cl)CCl.C1C=CC2N(O)N=NC=2C=1.[NH2:29][CH2:30][C:31]1[CH:32]=[C:33]([CH:48]=[CH:49][CH:50]=1)[C:34]([NH:36][C:37]1[CH:46]=[C:45]2[C:40]([CH2:41][CH2:42][N:43]([CH3:47])[CH2:44]2)=[CH:39][CH:38]=1)=[O:35]. Product: [Cl:3][C:4]1[CH:5]=[C:6]([CH:10]=[CH:11][C:12]=1[O:13][CH3:14])[C:7]([NH:29][CH2:30][C:31]1[CH:50]=[CH:49][CH:48]=[C:33]([C:34](=[O:35])[NH:36][C:37]2[CH:46]=[C:45]3[C:40]([CH2:41][CH2:42][N:43]([CH3:47])[CH2:44]3)=[CH:39][CH:38]=2)[CH:32]=1)=[O:9]. The catalyst class is: 31. (2) Reactant: [CH:1]([NH2:4])([CH3:3])[CH3:2].CC1C=CC(S(O[CH2:16][C@@H:17]2[CH2:20][CH2:19][N:18]2[C:21]([O:23][C:24]([CH3:27])([CH3:26])[CH3:25])=[O:22])(=O)=O)=CC=1. Product: [CH:1]([NH:4][CH2:16][C@@H:17]1[CH2:20][CH2:19][N:18]1[C:21]([O:23][C:24]([CH3:25])([CH3:27])[CH3:26])=[O:22])([CH3:3])[CH3:2]. The catalyst class is: 41. (3) Reactant: Cl[C:2]1[N:7]2[N:8]=[CH:9][CH:10]=[C:6]2[N:5]=[C:4]([CH:11]2[CH2:20][CH2:19][C:14]3([O:18][CH2:17][CH2:16][O:15]3)[CH2:13][CH2:12]2)[CH:3]=1.[NH3:21]. Product: [O:18]1[C:14]2([CH2:19][CH2:20][CH:11]([C:4]3[CH:3]=[C:2]([NH2:21])[N:7]4[N:8]=[CH:9][CH:10]=[C:6]4[N:5]=3)[CH2:12][CH2:13]2)[O:15][CH2:16][CH2:17]1. The catalyst class is: 100. (4) Reactant: [CH:1]1([C:4]([NH:6][C:7]2[CH:12]=[CH:11][CH:10]=[CH:9][C:8]=2[CH:13]2[C:22]([CH3:24])([CH3:23])[CH2:21][C:20]3[C:15](=[CH:16][CH:17]=[C:18]([C:25]([O:27]C)=[O:26])[CH:19]=3)[NH:14]2)=[O:5])[CH2:3][CH2:2]1.[OH-].[Na+]. Product: [CH:1]1([C:4]([NH:6][C:7]2[CH:12]=[CH:11][CH:10]=[CH:9][C:8]=2[CH:13]2[C:22]([CH3:24])([CH3:23])[CH2:21][C:20]3[C:15](=[CH:16][CH:17]=[C:18]([C:25]([OH:27])=[O:26])[CH:19]=3)[NH:14]2)=[O:5])[CH2:2][CH2:3]1. The catalyst class is: 7.